This data is from Forward reaction prediction with 1.9M reactions from USPTO patents (1976-2016). The task is: Predict the product of the given reaction. Given the reactants [CH3:1][O:2][C:3]1[CH:4]=[C:5]([NH2:15])[CH:6]=[CH:7][C:8]=1[N:9]1[CH:13]=[C:12]([CH3:14])[N:11]=[CH:10]1.Cl[C:17]1[N:22]=[C:21]([NH:23][CH2:24][CH:25]([CH3:27])[CH3:26])[CH:20]=[C:19]([CH3:28])[N:18]=1, predict the reaction product. The product is: [CH2:24]([NH:23][C:21]1[CH:20]=[C:19]([CH3:28])[N:18]=[C:17]([NH:15][C:5]2[CH:6]=[CH:7][C:8]([N:9]3[CH:13]=[C:12]([CH3:14])[N:11]=[CH:10]3)=[C:3]([O:2][CH3:1])[CH:4]=2)[N:22]=1)[CH:25]([CH3:27])[CH3:26].